Dataset: Full USPTO retrosynthesis dataset with 1.9M reactions from patents (1976-2016). Task: Predict the reactants needed to synthesize the given product. (1) Given the product [CH2:1]([O:8][C@H:9]1[CH2:13][N:12]([CH:14]2[CH2:19][CH2:18][N:17]([C:20]([O:22][C:23]([CH3:26])([CH3:25])[CH3:24])=[O:21])[CH2:16][CH2:15]2)[C:11](=[O:27])[C@H:10]1[O:28][C:29]1[CH:34]=[CH:33][C:32]([S:38]([CH3:37])(=[O:40])=[O:39])=[CH:31][C:30]=1[F:36])[C:2]1[CH:7]=[CH:6][CH:5]=[CH:4][CH:3]=1, predict the reactants needed to synthesize it. The reactants are: [CH2:1]([O:8][C@H:9]1[CH2:13][N:12]([CH:14]2[CH2:19][CH2:18][N:17]([C:20]([O:22][C:23]([CH3:26])([CH3:25])[CH3:24])=[O:21])[CH2:16][CH2:15]2)[C:11](=[O:27])[C@H:10]1[O:28][C:29]1[CH:34]=[CH:33][C:32](Br)=[CH:31][C:30]=1[F:36])[C:2]1[CH:7]=[CH:6][CH:5]=[CH:4][CH:3]=1.[CH3:37][S:38]([O-:40])=[O:39].[Na+].[C@@H]1(N)CCCC[C@H]1N. (2) Given the product [CH:1]([S:4]([N:7]1[C:11]2[CH:12]=[C:13]([C:16]3[N:17]=[C:18]([CH:27]4[CH2:32][CH2:31][NH:30][CH2:29][CH2:28]4)[NH:19][C:20]=3[C:21]3[CH:26]=[CH:25][CH:24]=[CH:23][CH:22]=3)[CH:14]=[CH:15][C:10]=2[N:9]=[C:8]1[NH2:43])(=[O:5])=[O:6])([CH3:3])[CH3:2], predict the reactants needed to synthesize it. The reactants are: [CH:1]([S:4]([N:7]1[C:11]2[CH:12]=[C:13]([C:16]3[N:17]=[C:18]([CH:27]4[CH2:32][CH2:31][N:30](C(OCC5C=CC=CC=5)=O)[CH2:29][CH2:28]4)[NH:19][C:20]=3[C:21]3[CH:26]=[CH:25][CH:24]=[CH:23][CH:22]=3)[CH:14]=[CH:15][C:10]=2[N:9]=[C:8]1[NH2:43])(=[O:6])=[O:5])([CH3:3])[CH3:2].C([O-])=O.[NH4+]. (3) Given the product [Br:8][C:28]1[S:27][C:25]2[N:26]=[C:21]([C:19]3[O:20][C:16]([CH2:14][CH3:15])=[CH:17][CH:18]=3)[N:22]=[C:23]([NH2:30])[C:24]=2[CH:29]=1, predict the reactants needed to synthesize it. The reactants are: C1C(=O)N([Br:8])C(=O)C1.C1COCC1.[CH2:14]([C:16]1[O:20][C:19]([C:21]2[N:22]=[C:23]([NH2:30])[C:24]3[CH:29]=[CH:28][S:27][C:25]=3[N:26]=2)=[CH:18][CH:17]=1)[CH3:15].